Dataset: Reaction yield outcomes from USPTO patents with 853,638 reactions. Task: Predict the reaction yield, written as a fraction of the theoretical maximum amount of product (1.0 means a 100% yield; for example, 0.34 means a 34% yield). (1) The reactants are [F:1][CH:2]([F:35])[C:3]1[CH:12]=[C:11]2[C:6]([CH:7]([CH3:28])[CH2:8][CH2:9][N:10]2[C:13]2[C:17]3[CH2:18][NH:19][CH2:20][CH2:21][C:16]=3[N:15]([CH:22]3[CH2:27][CH2:26][O:25][CH2:24][CH2:23]3)[N:14]=2)=[CH:5][C:4]=1[C:29]1[CH:30]=[N:31][N:32]([CH3:34])[CH:33]=1.[C:36](Cl)(=[O:47])OC1C=CC([N+]([O-])=O)=CC=1.[N:49]1C=CC=C[CH:50]=1.CN.C1COCC1. The catalyst is CN(C=O)C. The product is [F:35][CH:2]([F:1])[C:3]1[CH:12]=[C:11]2[C:6]([CH:7]([CH3:28])[CH2:8][CH2:9][N:10]2[C:13]2[C:17]3[CH2:18][N:19]([C:36]([NH:49][CH3:50])=[O:47])[CH2:20][CH2:21][C:16]=3[N:15]([CH:22]3[CH2:27][CH2:26][O:25][CH2:24][CH2:23]3)[N:14]=2)=[CH:5][C:4]=1[C:29]1[CH:30]=[N:31][N:32]([CH3:34])[CH:33]=1. The yield is 0.310. (2) The reactants are [I:1][C:2]1[NH:3][C:4]([I:8])=[C:5]([I:7])[N:6]=1.[H-].[Na+].I[CH2:12][CH2:13][N:14]1[CH2:18][CH2:17][CH2:16][CH2:15]1.I. The catalyst is CN(C=O)C.CCOC(C)=O. The product is [I:1][C:2]1[N:3]([CH2:12][CH2:13][N:14]2[CH2:18][CH2:17][CH2:16][CH2:15]2)[C:4]([I:8])=[C:5]([I:7])[N:6]=1. The yield is 0.350. (3) The reactants are [F:1][C:2]1[CH:7]=[C:6]([I:8])[CH:5]=[CH:4][C:3]=1[NH:9][C:10]1[N:15]([CH3:16])[C:14](=[O:17])[C:13]2[CH:18]=[CH:19][O:20][C:12]=2[C:11]=1[C:21]([O:23]C)=[O:22].C([O-])([O-])=O.[K+].[K+].O. The catalyst is CO. The product is [F:1][C:2]1[CH:7]=[C:6]([I:8])[CH:5]=[CH:4][C:3]=1[NH:9][C:10]1[N:15]([CH3:16])[C:14](=[O:17])[C:13]2[CH:18]=[CH:19][O:20][C:12]=2[C:11]=1[C:21]([OH:23])=[O:22]. The yield is 0.810. (4) The reactants are Br[C:2]1[N:6]2[CH:7]=[C:8]([Cl:12])[CH:9]=[C:10]([Cl:11])[C:5]2=[N:4][CH:3]=1.[CH:13]1([NH:16][C:17]([C:19]2[CH:24]=[CH:23][C:22](B(O)O)=[CH:21][CH:20]=2)=[O:18])[CH2:15][CH2:14]1.C(=O)([O-])[O-].[K+].[K+].O. The catalyst is CN1C(=O)CCC1.C1C=CC(P(C2C=CC=CC=2)[C-]2C=CC=C2)=CC=1.C1C=CC(P(C2C=CC=CC=2)[C-]2C=CC=C2)=CC=1.Cl[Pd]Cl.[Fe+2]. The product is [CH:13]1([NH:16][C:17](=[O:18])[C:19]2[CH:24]=[CH:23][C:22]([C:2]3[N:6]4[CH:7]=[C:8]([Cl:12])[CH:9]=[C:10]([Cl:11])[C:5]4=[N:4][CH:3]=3)=[CH:21][CH:20]=2)[CH2:14][CH2:15]1. The yield is 0.369.